Dataset: NCI-60 drug combinations with 297,098 pairs across 59 cell lines. Task: Regression. Given two drug SMILES strings and cell line genomic features, predict the synergy score measuring deviation from expected non-interaction effect. (1) Drug 1: CCC1=C2CN3C(=CC4=C(C3=O)COC(=O)C4(CC)O)C2=NC5=C1C=C(C=C5)O. Drug 2: CC1=C(C(=O)C2=C(C1=O)N3CC4C(C3(C2COC(=O)N)OC)N4)N. Cell line: SNB-19. Synergy scores: CSS=51.8, Synergy_ZIP=2.37, Synergy_Bliss=1.45, Synergy_Loewe=-5.69, Synergy_HSA=5.35. (2) Drug 1: C1CN1C2=NC(=NC(=N2)N3CC3)N4CC4. Drug 2: C1=NC2=C(N1)C(=S)N=C(N2)N. Cell line: A549. Synergy scores: CSS=53.7, Synergy_ZIP=-2.26, Synergy_Bliss=0.0264, Synergy_Loewe=1.69, Synergy_HSA=4.03. (3) Drug 1: CC(C1=C(C=CC(=C1Cl)F)Cl)OC2=C(N=CC(=C2)C3=CN(N=C3)C4CCNCC4)N. Drug 2: C(=O)(N)NO. Cell line: HCT-15. Synergy scores: CSS=2.82, Synergy_ZIP=-0.829, Synergy_Bliss=-1.95, Synergy_Loewe=-3.94, Synergy_HSA=-2.67. (4) Drug 1: CC1C(C(CC(O1)OC2CC(OC(C2O)C)OC3=CC4=CC5=C(C(=O)C(C(C5)C(C(=O)C(C(C)O)O)OC)OC6CC(C(C(O6)C)O)OC7CC(C(C(O7)C)O)OC8CC(C(C(O8)C)O)(C)O)C(=C4C(=C3C)O)O)O)O. Drug 2: CC(C)(C#N)C1=CC(=CC(=C1)CN2C=NC=N2)C(C)(C)C#N. Cell line: 786-0. Synergy scores: CSS=50.5, Synergy_ZIP=3.12, Synergy_Bliss=4.91, Synergy_Loewe=1.08, Synergy_HSA=1.69. (5) Drug 1: CN1C(=O)N2C=NC(=C2N=N1)C(=O)N. Drug 2: CS(=O)(=O)OCCCCOS(=O)(=O)C. Cell line: NCI-H322M. Synergy scores: CSS=-0.0840, Synergy_ZIP=1.36, Synergy_Bliss=-0.480, Synergy_Loewe=-0.0859, Synergy_HSA=-3.30.